This data is from Catalyst prediction with 721,799 reactions and 888 catalyst types from USPTO. The task is: Predict which catalyst facilitates the given reaction. Reactant: [O:1]=[C:2]([CH3:9])[CH2:3][C:4]([O:6][CH2:7][CH3:8])=[O:5].[H-].[Na+].Br[CH2:13][C:14]([C:16]1[CH:21]=[CH:20][C:19]([Cl:22])=[CH:18][CH:17]=1)=[O:15]. Product: [C:2]([CH:3]([CH2:13][C:14]([C:16]1[CH:21]=[CH:20][C:19]([Cl:22])=[CH:18][CH:17]=1)=[O:15])[C:4]([O:6][CH2:7][CH3:8])=[O:5])(=[O:1])[CH3:9]. The catalyst class is: 27.